Dataset: Forward reaction prediction with 1.9M reactions from USPTO patents (1976-2016). Task: Predict the product of the given reaction. (1) The product is: [C:29]1([CH2:35][O:36][C:37]([NH:39][CH2:40][C:41]([N:2]2[CH2:7][CH2:6][CH2:5][CH2:4][C@@H:3]2[C:8]([O:10][CH3:11])=[O:9])=[O:42])=[O:38])[CH:30]=[CH:31][CH:32]=[CH:33][CH:34]=1. Given the reactants Cl.[NH:2]1[CH2:7][CH2:6][CH2:5][CH2:4][C@@H:3]1[C:8]([O:10][CH3:11])=[O:9].C1C=CC2N(O)N=NC=2C=1.CN1CCOCC1.[C:29]1([CH2:35][O:36][C:37]([NH:39][CH2:40][C:41](O)=[O:42])=[O:38])[CH:34]=[CH:33][CH:32]=[CH:31][CH:30]=1.CCN=C=NCCCN(C)C.Cl, predict the reaction product. (2) Given the reactants FC(F)(F)C(O)=O.[Cl:8][C:9]1[CH:10]=[C:11]2[CH:17]=[C:16]([C:18]([NH:20][NH2:21])=[O:19])[NH:15][C:12]2=[CH:13][N:14]=1.CCN(C(C)C)C(C)C.C1C=CC2N(O)N=NC=2C=1.CCN=C=NCCCN(C)C.[S:52]1[CH:56]=[CH:55][C:54]([C:57](O)=[O:58])=[CH:53]1, predict the reaction product. The product is: [Cl:8][C:9]1[CH:10]=[C:11]2[CH:17]=[C:16]([C:18]([NH:20][NH:21][C:57]([C:54]3[CH:55]=[CH:56][S:52][CH:53]=3)=[O:58])=[O:19])[NH:15][C:12]2=[CH:13][N:14]=1. (3) Given the reactants Br[C:2]1[CH:10]=[CH:9][CH:8]=[C:7]2[C:3]=1[C:4]1([CH2:22][O:21][C:20]3[CH:23]=[C:24]4[C:28](=[CH:29][C:19]1=3)[CH2:27][CH2:26][O:25]4)[C:5](=[O:18])[N:6]2[CH2:11][C:12]1[CH:17]=[CH:16][CH:15]=[CH:14][N:13]=1.[N:30]1[CH:35]=[CH:34][CH:33]=[C:32](B(O)O)[CH:31]=1.CN(C)C1N=CC(B(O)O)=CC=1, predict the reaction product. The product is: [N:30]1[CH:35]=[CH:34][CH:33]=[C:32]([C:2]2[CH:10]=[CH:9][CH:8]=[C:7]3[C:3]=2[C:4]2([CH2:22][O:21][C:20]4[CH:23]=[C:24]5[C:28](=[CH:29][C:19]2=4)[CH2:27][CH2:26][O:25]5)[C:5](=[O:18])[N:6]3[CH2:11][C:12]2[CH:17]=[CH:16][CH:15]=[CH:14][N:13]=2)[CH:31]=1. (4) Given the reactants [F:1][C:2]1[C:3]([OH:34])=[CH:4][CH:5]=[C:6]2[C:10]=1[C:9](=[O:11])[N:8]([CH2:12][C@H:13]1[CH2:18][CH2:17][C@H:16]([CH2:19][O:20][C:21]3[CH:22]=[C:23]([O:27][CH2:28][C@@H:29]([C:31]([OH:33])=[O:32])[NH2:30])[CH:24]=[CH:25][CH:26]=3)[CH2:15][CH2:14]1)[CH2:7]2.[OH-].[Na+].[C:37](OC(=O)C)(=[O:39])[CH3:38], predict the reaction product. The product is: [F:1][C:2]1[C:3]([OH:34])=[CH:4][CH:5]=[C:6]2[C:10]=1[C:9](=[O:11])[N:8]([CH2:12][C@H:13]1[CH2:14][CH2:15][C@H:16]([CH2:19][O:20][C:21]3[CH:22]=[C:23]([O:27][CH2:28][C@@H:29]([C:31]([OH:33])=[O:32])[NH:30][C:37](=[O:39])[CH3:38])[CH:24]=[CH:25][CH:26]=3)[CH2:17][CH2:18]1)[CH2:7]2. (5) Given the reactants [CH:1]([C@@H:4]1[CH2:8][S:7][C:6](=[S:9])[N:5]1[C:10](=[O:12])[CH3:11])([CH3:3])[CH3:2].C(N(C(C)C)CC)(C)C.[CH:22](=[O:28])[CH2:23][CH2:24][CH2:25][CH:26]=[CH2:27], predict the reaction product. The product is: [OH:28][C@H:22]([CH2:23][CH2:24][CH2:25][CH:26]=[CH2:27])[CH2:11][C:10]([N:5]1[C@H:4]([CH:1]([CH3:3])[CH3:2])[CH2:8][S:7][C:6]1=[S:9])=[O:12]. (6) The product is: [C:1]1([NH:32][C:35](=[O:39])[O:47][C:44]([CH3:46])([CH3:45])[CH3:43])[C:6]2[CH2:7][CH2:8][CH2:9][C:5]=2[CH:4]=[CH:3][N:2]=1. Given the reactants [C:1]1(C(O)=O)[C:6]2[CH2:7][CH2:8][CH2:9][C:5]=2[CH:4]=[CH:3][N:2]=1.C1(P(N=[N+]=[N-])(C2C=CC=CC=2)=O)C=CC=CC=1.C([N:32]([CH2:35]C)CC)C.CC[O:39]C(C)=O.[CH3:43][C:44]([OH:47])([CH3:46])[CH3:45], predict the reaction product.